This data is from Catalyst prediction with 721,799 reactions and 888 catalyst types from USPTO. The task is: Predict which catalyst facilitates the given reaction. (1) Reactant: [CH3:1][O:2][CH2:3][C@@H:4]1[CH2:9][CH2:8][CH2:7][N:6](C(OC(C)(C)C)=O)[CH2:5]1.[ClH:17].C(OCC)(=O)C. Product: [ClH:17].[CH3:1][O:2][CH2:3][C@@H:4]1[CH2:9][CH2:8][CH2:7][NH:6][CH2:5]1. The catalyst class is: 13. (2) Reactant: [CH:1]1([C:4]2[CH:5]=[N:6][C:7]([NH:14][C:15]3[C:24]4[C:19](=[CH:20][CH:21]=[C:22]([C:25]5[CH:30]=[CH:29][CH:28]=[CH:27][CH:26]=5)[CH:23]=4)[CH:18]=[CH:17][CH:16]=3)=[C:8]([CH:13]=2)[C:9]([O:11]C)=[O:10])[CH2:3][CH2:2]1.[OH-].[Na+]. Product: [CH:1]1([C:4]2[CH:5]=[N:6][C:7]([NH:14][C:15]3[C:24]4[C:19](=[CH:20][CH:21]=[C:22]([C:25]5[CH:30]=[CH:29][CH:28]=[CH:27][CH:26]=5)[CH:23]=4)[CH:18]=[CH:17][CH:16]=3)=[C:8]([CH:13]=2)[C:9]([OH:11])=[O:10])[CH2:2][CH2:3]1. The catalyst class is: 111. (3) Reactant: [Cl:1][C:2]1[CH:10]=[CH:9][CH:8]=[CH:7][C:3]=1[C:4](O)=[O:5].O=S(Cl)[Cl:13]. The catalyst class is: 11. Product: [Cl:1][C:2]1[CH:10]=[CH:9][CH:8]=[CH:7][C:3]=1[C:4]([Cl:13])=[O:5]. (4) Reactant: [OH-].[Na+].[CH3:3][O:4][C:5](=[O:17])[C:6]1[CH:15]=[C:14]([Br:16])[CH:13]=[C:8]([C:9]([O:11]C)=[O:10])[CH:7]=1.BrC1C=C(C(O)=O)C=C(C=1)C(O)=O. Product: [CH3:3][O:4][C:5](=[O:17])[C:6]1[CH:15]=[C:14]([Br:16])[CH:13]=[C:8]([C:9]([OH:11])=[O:10])[CH:7]=1. The catalyst class is: 5.